From a dataset of Full USPTO retrosynthesis dataset with 1.9M reactions from patents (1976-2016). Predict the reactants needed to synthesize the given product. (1) The reactants are: [OH:1][C:2]1[CH:11]=[CH:10][CH:9]=[C:8]([OH:12])[C:3]=1[C:4]([O:6][CH3:7])=[O:5].[CH2:13](O)[CH2:14][CH:15]=[CH2:16].CCOC(/N=N/C(OCC)=O)=O. Given the product [CH3:7][O:6][C:4](=[O:5])[C:3]1[C:2]([OH:1])=[CH:11][CH:10]=[CH:9][C:8]=1[O:12][CH2:16][CH2:15][CH:14]=[CH2:13], predict the reactants needed to synthesize it. (2) The reactants are: [Cl:1][C:2]1[C:11]2[C:6](=[CH:7][CH:8]=[CH:9][CH:10]=2)[C:5]([OH:12])=[C:4]([C:13]([OH:15])=O)[N:3]=1.Cl.C[O:18][C:19](=[O:24])[C:20]([NH2:23])([CH3:22])[CH3:21]. Given the product [Cl:1][C:2]1[C:11]2[C:6](=[CH:7][CH:8]=[CH:9][CH:10]=2)[C:5]([OH:12])=[C:4]([C:13]([NH:23][C:20]([CH3:22])([CH3:21])[C:19]([OH:24])=[O:18])=[O:15])[N:3]=1, predict the reactants needed to synthesize it.